Dataset: Forward reaction prediction with 1.9M reactions from USPTO patents (1976-2016). Task: Predict the product of the given reaction. (1) The product is: [F:38][C:2]1([F:1])[O:6][C:5]2[CH:7]=[CH:8][C:9]([C:11]3([C:14]([NH:16][C@H:17]4[C:26]5[C:21](=[CH:22][CH:23]=[CH:24][CH:25]=5)[O:20][C@@H:19]([C:27]5[N:32]=[CH:31][C:30]([C:33]([OH:35])=[O:34])=[CH:29][CH:28]=5)[CH2:18]4)=[O:15])[CH2:13][CH2:12]3)=[CH:10][C:4]=2[O:3]1. Given the reactants [F:1][C:2]1([F:38])[O:6][C:5]2[CH:7]=[CH:8][C:9]([C:11]3([C:14]([NH:16][C@H:17]4[C:26]5[C:21](=[CH:22][CH:23]=[CH:24][CH:25]=5)[O:20][C@@H:19]([C:27]5[N:32]=[CH:31][C:30]([C:33]([O:35]CC)=[O:34])=[CH:29][CH:28]=5)[CH2:18]4)=[O:15])[CH2:13][CH2:12]3)=[CH:10][C:4]=2[O:3]1, predict the reaction product. (2) Given the reactants [CH3:1][O:2][C:3](=[O:14])[CH2:4][C:5]1[CH:10]=[CH:9][C:8]([O:11][CH3:12])=[C:7](Br)[CH:6]=1.[CH:15]([C:17]1[CH:22]=[CH:21][C:20]([O:23][CH3:24])=[CH:19][C:18]=1B(O)O)=[O:16], predict the reaction product. The product is: [CH3:1][O:2][C:3](=[O:14])[CH2:4][C:5]1[CH:6]=[C:7]([C:22]2[CH:21]=[C:20]([O:23][CH3:24])[CH:19]=[CH:18][C:17]=2[CH:15]=[O:16])[C:8]([O:11][CH3:12])=[CH:9][CH:10]=1. (3) Given the reactants [CH3:1][C:2]1[N:29]=[C:5]2[NH:6][C:7](=[O:28])[C:8]([CH2:13][C:14]3[CH:19]=[CH:18][C:17]([C:20]4[C:21]([C:26]#[N:27])=[CH:22][CH:23]=[CH:24][CH:25]=4)=[CH:16][CH:15]=3)=[C:9]([CH2:10][CH2:11][CH3:12])[N:4]2[N:3]=1.[CH3:30][C:31]1([CH2:35]O)[CH2:34][O:33][CH2:32]1.C(P(CCCC)CCCC)CCC.N(C(N1CCCCC1)=O)=NC(N1CCCCC1)=O, predict the reaction product. The product is: [CH3:1][C:2]1[N:29]=[C:5]2[N:6]([CH2:30][C:31]3([CH3:35])[CH2:34][O:33][CH2:32]3)[C:7](=[O:28])[C:8]([CH2:13][C:14]3[CH:19]=[CH:18][C:17]([C:20]4[C:21]([C:26]#[N:27])=[CH:22][CH:23]=[CH:24][CH:25]=4)=[CH:16][CH:15]=3)=[C:9]([CH2:10][CH2:11][CH3:12])[N:4]2[N:3]=1. (4) Given the reactants Cl.Cl.[Br:3][C:4]1[CH:5]=[CH:6][C:7]([NH2:12])=[C:8]([CH:11]=1)[CH2:9][NH2:10].C(N(CC)CC)C.[C:20](Cl)(=O)[C:21]1[CH:26]=[CH:25][CH:24]=[CH:23][CH:22]=1.C1(Cl)C(=O)C(Cl)=C(Cl)C(=O)C=1Cl, predict the reaction product. The product is: [Br:3][C:4]1[CH:11]=[C:8]2[C:7](=[CH:6][CH:5]=1)[N:12]=[C:20]([C:21]1[CH:26]=[CH:25][CH:24]=[CH:23][CH:22]=1)[N:10]=[CH:9]2. (5) Given the reactants [N:1]1([S:5]([C:8]2[CH:13]=[CH:12][C:11]([NH:14][C:15]3[C:19]4[C:20](=[O:28])[NH:21][CH:22]=[C:23]([C:24](OC)=[O:25])[C:18]=4[N:17]([C@H:29]([CH:33]4[CH2:35][CH2:34]4)[CH2:30][C:31]#[N:32])[N:16]=3)=[CH:10][CH:9]=2)(=[O:7])=[O:6])[CH2:4][CH2:3][CH2:2]1.[Li+].[BH4-], predict the reaction product. The product is: [N:1]1([S:5]([C:8]2[CH:9]=[CH:10][C:11]([NH:14][C:15]3[C:19]4[C:20](=[O:28])[NH:21][CH:22]=[C:23]([CH2:24][OH:25])[C:18]=4[N:17]([C@H:29]([CH:33]4[CH2:35][CH2:34]4)[CH2:30][C:31]#[N:32])[N:16]=3)=[CH:12][CH:13]=2)(=[O:7])=[O:6])[CH2:4][CH2:3][CH2:2]1.